Regression. Given a peptide amino acid sequence and an MHC pseudo amino acid sequence, predict their binding affinity value. This is MHC class I binding data. From a dataset of Peptide-MHC class I binding affinity with 185,985 pairs from IEDB/IMGT. (1) The peptide sequence is ALLRALRLTK. The MHC is HLA-A31:01 with pseudo-sequence HLA-A31:01. The binding affinity (normalized) is 0.496. (2) The peptide sequence is WPDANKVGA. The MHC is H-2-Ld with pseudo-sequence H-2-Ld. The binding affinity (normalized) is 0. (3) The peptide sequence is LFYVSSIFLH. The binding affinity (normalized) is 0.363. The MHC is HLA-A68:01 with pseudo-sequence HLA-A68:01. (4) The MHC is HLA-A24:02 with pseudo-sequence HLA-A24:02. The binding affinity (normalized) is 0.0947. The peptide sequence is LITSTVTGI. (5) The peptide sequence is ARWLASTPL. The MHC is HLA-B08:03 with pseudo-sequence HLA-B08:03. The binding affinity (normalized) is 0.0847. (6) The peptide sequence is KTKPPLPSVKK. The MHC is HLA-A30:02 with pseudo-sequence HLA-A30:02. The binding affinity (normalized) is 0.349. (7) The peptide sequence is RWRVYLRRK. The MHC is HLA-B08:01 with pseudo-sequence HLA-B08:01. The binding affinity (normalized) is 0.0847. (8) The peptide sequence is HVAAFSSLI. The MHC is HLA-A26:01 with pseudo-sequence HLA-A26:01. The binding affinity (normalized) is 0.625. (9) The peptide sequence is YSENLKSLY. The MHC is Mamu-A02 with pseudo-sequence Mamu-A02. The binding affinity (normalized) is 1.00. (10) The peptide sequence is RLRDLLLIVTR. The MHC is HLA-A68:01 with pseudo-sequence HLA-A68:01. The binding affinity (normalized) is 0.258.